From a dataset of Reaction yield outcomes from USPTO patents with 853,638 reactions. Predict the reaction yield, written as a fraction of the theoretical maximum amount of product (1.0 means a 100% yield; for example, 0.34 means a 34% yield). (1) The reactants are [Br:1][C:2]1[CH:6]=[N:5][N:4]([CH3:7])[C:3]=1[C:8]1[CH:9]=[C:10]([NH2:16])[CH:11]=[CH:12][C:13]=1[O:14][CH3:15].[F:17][C:18]1[CH:19]=[C:20]([N:24]=[C:25]=[O:26])[CH:21]=[CH:22][CH:23]=1. The catalyst is C(Cl)Cl. The product is [Br:1][C:2]1[CH:6]=[N:5][N:4]([CH3:7])[C:3]=1[C:8]1[CH:9]=[C:10]([NH:16][C:25]([NH:24][C:20]2[CH:21]=[CH:22][CH:23]=[C:18]([F:17])[CH:19]=2)=[O:26])[CH:11]=[CH:12][C:13]=1[O:14][CH3:15]. The yield is 0.820. (2) The reactants are [Br:1][C:2]1[N:7]=[C:6]([NH2:8])[CH:5]=[CH:4][CH:3]=1.C(N(CC)CC)C.[C:16](Cl)(=[O:18])[CH3:17]. The catalyst is C(Cl)Cl. The product is [Br:1][C:2]1[N:7]=[C:6]([NH:8][C:16](=[O:18])[CH3:17])[CH:5]=[CH:4][CH:3]=1. The yield is 1.00. (3) The reactants are [N+:1]([C:4]1[CH:5]=[C:6]2[C:10](=[CH:11][CH:12]=1)[NH:9][CH:8]=[CH:7]2)([O-:3])=[O:2].[C:13]1(=O)[NH:17][C:16](=O)C2=CC=CC=C12.[C:24](Cl)(=[O:28])[C:25](Cl)=[O:26].CNC.C1COCC1. The catalyst is CCOCC. The product is [CH3:16][N:17]([CH3:13])[C:24](=[O:28])[C:25]([C:7]1[C:6]2[C:10](=[CH:11][CH:12]=[C:4]([N+:1]([O-:3])=[O:2])[CH:5]=2)[NH:9][CH:8]=1)=[O:26]. The yield is 0.650. (4) The reactants are I[C:2]1[CH:3]=[N:4][N:5]([CH3:7])[CH:6]=1.C([Li])CCC.CON(C)[C:16]([CH:18]1[CH2:23][CH2:22][N:21]([C:24]([O:26][C:27]([CH3:30])([CH3:29])[CH3:28])=[O:25])[CH2:20][CH2:19]1)=[O:17]. The catalyst is C1COCC1. The product is [CH3:7][N:5]1[CH:6]=[C:2]([C:16]([CH:18]2[CH2:23][CH2:22][N:21]([C:24]([O:26][C:27]([CH3:30])([CH3:29])[CH3:28])=[O:25])[CH2:20][CH2:19]2)=[O:17])[CH:3]=[N:4]1. The yield is 0.290. (5) The reactants are [CH3:1][C:2]1([CH3:24])[CH2:7][CH2:6][N:5]([CH2:8][C:9]2[CH:14]=[CH:13][C:12](B3OC(C)(C)C(C)(C)O3)=[CH:11][CH:10]=2)[CH2:4][CH2:3]1.I[C:26]1[CH:39]=[N:38][C:29]2[NH:30][C:31]3[CH:36]=[N:35][C:34]([Br:37])=[CH:33][C:32]=3[C:28]=2[CH:27]=1. The catalyst is [F-].[K+].C(#N)C.C(OCC)(=O)C. The product is [Br:37][C:34]1[N:35]=[CH:36][C:31]2[NH:30][C:29]3[N:38]=[CH:39][C:26]([C:12]4[CH:11]=[CH:10][C:9]([CH2:8][N:5]5[CH2:4][CH2:3][C:2]([CH3:1])([CH3:24])[CH2:7][CH2:6]5)=[CH:14][CH:13]=4)=[CH:27][C:28]=3[C:32]=2[CH:33]=1. The yield is 0.330. (6) The reactants are C[O:2][C:3]1[C:8]([CH3:9])=[C:7]([CH3:10])[C:6]([O:11]C)=[C:5]([CH3:13])[C:4]=1[C:14]([C:19]1[CH:24]=[CH:23][C:22]([N:25]2[CH2:30][CH2:29][O:28][CH2:27][CH2:26]2)=[CH:21][CH:20]=1)(O)[CH:15]([CH3:17])[CH3:16].Br. The catalyst is C(=O)([O-])O.[Na+]. The product is [CH3:17][C:15]1([CH3:16])[CH:14]([C:19]2[CH:20]=[CH:21][C:22]([N:25]3[CH2:26][CH2:27][O:28][CH2:29][CH2:30]3)=[CH:23][CH:24]=2)[C:4]2[C:5]([CH3:13])=[C:6]([OH:11])[C:7]([CH3:10])=[C:8]([CH3:9])[C:3]=2[O:2]1. The yield is 0.900. (7) The yield is 0.0130. The product is [N:5]12[CH2:8][C:2]([O:1][C:25](=[O:26])[N:24]([CH2:17][C:18]3[CH:23]=[CH:22][CH:21]=[CH:20][CH:19]=3)[C:28]3[CH:33]=[CH:32][CH:31]=[CH:30][CH:29]=3)([CH2:7][CH2:6]1)[CH2:3][CH2:4]2. The catalyst is C1COCC1. The reactants are [OH:1][C:2]12[CH2:8][N:5]([CH2:6][CH2:7]1)[CH2:4][CH2:3]2.[Li+].CC([N-]C(C)C)C.[CH2:17]([N:24]([C:28]1[CH:33]=[CH:32][CH:31]=[CH:30][CH:29]=1)[C:25](Cl)=[O:26])[C:18]1[CH:23]=[CH:22][CH:21]=[CH:20][CH:19]=1.C([O-])=O. (8) The reactants are [F:1][C:2]1[CH:7]=[CH:6][CH:5]=[CH:4][C:3]=1[C:8](=[N:10][S@@:11]([C:13]([CH3:16])([CH3:15])[CH3:14])=[O:12])[CH3:9].Br[C:18]([F:25])([F:24])[C:19]([O:21][CH2:22][CH3:23])=[O:20].C([Zn]CC)C. The catalyst is O1CCCC1.C1C=CC(P(C2C=CC=CC=2)C2C=CC=CC=2)=CC=1.C1C=CC(P(C2C=CC=CC=2)C2C=CC=CC=2)=CC=1.C1C=CC(P(C2C=CC=CC=2)C2C=CC=CC=2)=CC=1.[Cl-].[Rh]. The product is [CH3:16][C:13]([CH3:14])([S@:11]([NH:10][C@@:8]([C:3]1[CH:4]=[CH:5][CH:6]=[CH:7][C:2]=1[F:1])([CH3:9])[C:18]([F:25])([F:24])[C:19]([O:21][CH2:22][CH3:23])=[O:20])=[O:12])[CH3:15]. The yield is 0.597. (9) The reactants are [F:1][C:2]1[CH:7]=[CH:6][CH:5]=[CH:4][C:3]=1[C:8]#[C:9][C:10]1[O:14][C:13]([C:15]([OH:17])=O)=[CH:12][CH:11]=1.C(Cl)(=O)C([Cl:21])=O. The catalyst is ClCCl.CN(C)C=O. The product is [F:1][C:2]1[CH:7]=[CH:6][CH:5]=[CH:4][C:3]=1[C:8]#[C:9][C:10]1[O:14][C:13]([C:15]([Cl:21])=[O:17])=[CH:12][CH:11]=1. The yield is 1.00. (10) The reactants are [Cl:1][C:2]1[C:10]2[C:5](=[CH:6][C:7]([S:11]([N:14]3[CH2:19][CH2:18][N:17]([C:20]([CH:22]4[CH2:27][CH2:26][N:25]([C:28]5[CH:29]=[N:30][C:31]([O:35]C)=[C:32]([CH3:34])[CH:33]=5)[CH2:24][CH2:23]4)=[O:21])[CH2:16][CH2:15]3)(=[O:13])=[O:12])=[CH:8][CH:9]=2)[NH:4][CH:3]=1.Cl.N1C=CC=CC=1.O.ClCCl. The catalyst is C(#N)C. The product is [Cl:1][C:2]1[C:10]2[C:5](=[CH:6][C:7]([S:11]([N:14]3[CH2:19][CH2:18][N:17]([C:20]([CH:22]4[CH2:23][CH2:24][N:25]([C:28]5[CH:33]=[C:32]([CH3:34])[C:31](=[O:35])[NH:30][CH:29]=5)[CH2:26][CH2:27]4)=[O:21])[CH2:16][CH2:15]3)(=[O:13])=[O:12])=[CH:8][CH:9]=2)[NH:4][CH:3]=1. The yield is 0.684.